This data is from Reaction yield outcomes from USPTO patents with 853,638 reactions. The task is: Predict the reaction yield, written as a fraction of the theoretical maximum amount of product (1.0 means a 100% yield; for example, 0.34 means a 34% yield). (1) The reactants are [CH3:1][O:2][C:3]1[C:4](=[O:19])[C:5]([C:15]([O:17]C)=[O:16])=[N:6][N:7]([C:9]2[CH:10]=[N:11][CH:12]=[CH:13][CH:14]=2)[CH:8]=1.[ClH:20]. No catalyst specified. The product is [ClH:20].[CH3:1][O:2][C:3]1[C:4](=[O:19])[C:5]([C:15]([OH:17])=[O:16])=[N:6][N:7]([C:9]2[CH:10]=[N:11][CH:12]=[CH:13][CH:14]=2)[CH:8]=1. The yield is 0.950. (2) The reactants are [C:1]1([C:7]([C:15]2[CH:20]=[CH:19][CH:18]=[CH:17][CH:16]=2)([CH:9]2[CH2:14][CH2:13][NH:12][CH2:11][CH2:10]2)[OH:8])[CH:6]=[CH:5][CH:4]=[CH:3][CH:2]=1.Br[CH2:22][CH2:23][C:24]1[CH:29]=[CH:28][C:27]([O:30][CH3:31])=[CH:26][CH:25]=1. The catalyst is C(#N)C. The product is [CH3:31][O:30][C:27]1[CH:28]=[CH:29][C:24]([CH2:23][CH2:22][N:12]2[CH2:13][CH2:14][CH:9]([C:7]([C:15]3[CH:20]=[CH:19][CH:18]=[CH:17][CH:16]=3)([C:1]3[CH:2]=[CH:3][CH:4]=[CH:5][CH:6]=3)[OH:8])[CH2:10][CH2:11]2)=[CH:25][CH:26]=1. The yield is 0.500. (3) The reactants are [Br:1][C:2]1[CH:3]=[C:4]([CH:8]([NH:10][C:11]2[CH:12]=[C:13]([N:20]3[CH2:25][CH2:24][N:23](C(OC(C)(C)C)=O)[CH2:22][CH2:21]3)[CH:14]=[CH:15][C:16]=2[N+:17]([O-:19])=[O:18])[CH3:9])[CH:5]=[CH:6][CH:7]=1.[ClH:33].CCOCC. The catalyst is ClCCl. The product is [ClH:33].[Br:1][C:2]1[CH:3]=[C:4]([CH:8]([NH:10][C:11]2[CH:12]=[C:13]([N:20]3[CH2:21][CH2:22][NH:23][CH2:24][CH2:25]3)[CH:14]=[CH:15][C:16]=2[N+:17]([O-:19])=[O:18])[CH3:9])[CH:5]=[CH:6][CH:7]=1. The yield is 0.330. (4) The reactants are [CH2:1]([O:4][N:5]([C@H:18]1[CH2:23][N:22](C(OC(C)(C)C)=O)[C@H:21]([CH2:31][O:32][CH3:33])[CH:20]=[C:19]1[C:34](=[O:37])[NH:35][CH3:36])[S:6]([C:9]1[CH:14]=[CH:13][CH:12]=[CH:11][C:10]=1[N+:15]([O-:17])=[O:16])(=[O:8])=[O:7])[CH:2]=[CH2:3].Cl. The catalyst is O1CCOCC1. The product is [CH2:1]([O:4][N:5]([C@@H:18]1[C:19]([C:34]([NH:35][CH3:36])=[O:37])=[CH:20][C@@H:21]([CH2:31][O:32][CH3:33])[NH:22][CH2:23]1)[S:6]([C:9]1[CH:14]=[CH:13][CH:12]=[CH:11][C:10]=1[N+:15]([O-:17])=[O:16])(=[O:8])=[O:7])[CH:2]=[CH2:3]. The yield is 0.690. (5) The reactants are FC1C=C2C(C3(CCCC3)C(=O)N2C([NH:13][CH2:14][CH:15]2[CH2:20][CH2:19][N:18]([CH2:21][C:22]3([C:28]([OH:30])=[O:29])[CH2:27][CH2:26][O:25][CH2:24][CH2:23]3)[CH2:17][CH2:16]2)=O)=CC=1.O.[C:37]1([CH3:47])[CH:42]=[CH:41][C:40]([S:43]([OH:46])(=[O:45])=[O:44])=[CH:39][CH:38]=1.C(N(CC)CC)C. The catalyst is C(O)(C)C. The product is [CH3:47][C:37]1[CH:38]=[CH:39][C:40]([S:43]([OH:46])(=[O:45])=[O:44])=[CH:41][CH:42]=1.[NH2:13][CH2:14][CH:15]1[CH2:20][CH2:19][N:18]([CH2:21][C:22]2([C:28]([OH:30])=[O:29])[CH2:27][CH2:26][O:25][CH2:24][CH2:23]2)[CH2:17][CH2:16]1. The yield is 0.870.